Task: Regression/Classification. Given a drug SMILES string, predict its absorption, distribution, metabolism, or excretion properties. Task type varies by dataset: regression for continuous measurements (e.g., permeability, clearance, half-life) or binary classification for categorical outcomes (e.g., BBB penetration, CYP inhibition). For this dataset (solubility_aqsoldb), we predict Y.. Dataset: Aqueous solubility values for 9,982 compounds from the AqSolDB database (1) The drug is CCOP(=S)(OCC)Oc1cc(-c2ccccc2)on1. The Y is -5.22 log mol/L. (2) The compound is COc1cc2c(c(OC)c1OC)-c1ccc(OC)c(=O)cc1C(NC(C)=O)CC2. The Y is -0.940 log mol/L. (3) The Y is -6.80 log mol/L. The compound is CCc1c2ccccc2cc2c1ccc1ccccc12. (4) The compound is O=S(=O)([O-])OOS(=O)(=O)[O-].[Na+].[Na+]. The Y is 0.487 log mol/L. (5) The compound is C[C](C)C. The Y is -4.38 log mol/L. (6) The molecule is O=C([O-])CC(O)(CC(=O)[O-])C(=O)O.[Na+].[Na+]. The Y is 0.345 log mol/L. (7) The molecule is CNC(=O)O/N=C/C1(C)SCC(C)S1. The Y is -2.37 log mol/L.